Dataset: Full USPTO retrosynthesis dataset with 1.9M reactions from patents (1976-2016). Task: Predict the reactants needed to synthesize the given product. Given the product [Cl:10][C:11]1[N:16]=[C:15]([NH:8][CH:6]2[CH2:7][CH:2]([CH3:1])[CH2:3][CH:4]([NH2:9])[CH2:5]2)[C:14]([F:18])=[CH:13][N:12]=1, predict the reactants needed to synthesize it. The reactants are: [CH3:1][CH:2]1[CH2:7][CH:6]([NH2:8])[CH2:5][CH:4]([NH2:9])[CH2:3]1.[Cl:10][C:11]1[N:16]=[C:15](Cl)[C:14]([F:18])=[CH:13][N:12]=1.